From a dataset of Forward reaction prediction with 1.9M reactions from USPTO patents (1976-2016). Predict the product of the given reaction. The product is: [ClH:1].[Cl:1][C:2]1[CH:3]=[C:4]([CH:9]2[CH2:12][C:11]3([CH2:13][CH2:14][NH:15][CH2:16][CH2:17]3)[CH2:10]2)[CH:5]=[CH:6][C:7]=1[F:8]. Given the reactants [Cl:1][C:2]1[CH:3]=[C:4]([C:9]2(O)[CH2:12][C:11]3([CH2:17][CH2:16][N:15](C(OC(C)(C)C)=O)[CH2:14][CH2:13]3)[CH2:10]2)[CH:5]=[CH:6][C:7]=1[F:8].C([SiH](CC)CC)C.FC(F)(F)C(O)=O.Cl.C(OCC)C, predict the reaction product.